Dataset: Catalyst prediction with 721,799 reactions and 888 catalyst types from USPTO. Task: Predict which catalyst facilitates the given reaction. (1) Reactant: C([NH:4][C:5]([N:7]1[CH2:13][C:12]2[CH:14]=[CH:15][CH:16]=[CH:17][C:11]=2[N:10]([C:18](=[O:34])[C:19]2[CH:24]=[CH:23][C:22]([O:25]CC3C=CC=CC=3)=[CH:21][C:20]=2[Cl:33])[CH2:9][C@H:8]1[CH3:35])=[O:6])(=O)N. Product: [C:18]([CH2:19][NH:4][C:5]([N:7]1[CH2:13][C:12]2[CH:14]=[CH:15][CH:16]=[CH:17][C:11]=2[N:10]([C:18](=[O:34])[C:19]2[CH:24]=[CH:23][C:22]([OH:25])=[CH:21][C:20]=2[Cl:33])[CH2:9][C@H:8]1[CH3:35])=[O:6])(=[O:34])[NH2:10]. The catalyst class is: 457. (2) Reactant: Cl.[C:2]([C:4]1[CH:9]=[CH:8][C:7]([N:10]=[C:11]2[N:15]([CH2:16][CH:17]([CH3:19])[CH3:18])[C@@H:14]([CH2:20][CH:21]([CH3:23])[CH3:22])[CH2:13][S:12]2)=[C:6]([CH2:24][CH3:25])[CH:5]=1)#[N:3].O.C([O-])(O)=O.[Na+]. Product: [C:2]([C:4]1[CH:9]=[CH:8][C:7]([N:10]=[C:11]2[N:15]([CH2:16][CH:17]([CH3:19])[CH3:18])[C@@H:14]([CH2:20][CH:21]([CH3:23])[CH3:22])[CH2:13][S:12]2)=[C:6]([CH2:24][CH3:25])[CH:5]=1)#[N:3]. The catalyst class is: 25. (3) Reactant: [C:1]([O:5][C:6]([NH:8][C@H:9]([C:11]([OH:13])=O)[CH3:10])=[O:7])([CH3:4])([CH3:3])[CH3:2].[CH3:14][NH:15][CH2:16][CH2:17][C:18]1[CH:23]=[CH:22][CH:21]=[CH:20][CH:19]=1.CCN(C(C)C)C(C)C.C1CN([P+](Br)(N2CCCC2)N2CCCC2)CC1.F[P-](F)(F)(F)(F)F. Product: [C:1]([O:5][C:6](=[O:7])[NH:8][C@@H:9]([CH3:10])[C:11]([N:15]([CH3:14])[CH2:16][CH2:17][C:18]1[CH:23]=[CH:22][CH:21]=[CH:20][CH:19]=1)=[O:13])([CH3:2])([CH3:3])[CH3:4]. The catalyst class is: 3. (4) The catalyst class is: 10. Product: [ClH:1].[C:28]([CH2:27][N:26]1[C:22](/[CH:21]=[C:16]2\[CH2:15][N:14]([CH:6]([C:7]3[CH:12]=[CH:11][CH:10]=[CH:9][C:8]=3[F:13])[C:5]([CH:2]3[CH2:3][CH2:4]3)=[O:32])[CH2:19][CH2:18][CH:17]\2[SH:20])=[CH:23][N:24]=[N:25]1)([OH:30])=[O:29]. Reactant: [ClH:1].[CH:2]1([C:5](=[O:32])[CH:6]([N:14]2[CH2:19][CH2:18][CH:17]([SH:20])/[C:16](=[CH:21]/[C:22]3[N:26]([CH2:27][C:28]([O:30]C)=[O:29])[N:25]=[N:24][CH:23]=3)/[CH2:15]2)[C:7]2[CH:12]=[CH:11][CH:10]=[CH:9][C:8]=2[F:13])[CH2:4][CH2:3]1.Cl. (5) Reactant: [CH:1]([O:4][C:5]1[CH:13]=[CH:12][C:8]([C:9]([OH:11])=O)=[CH:7][C:6]=1[O:14][CH3:15])([CH3:3])[CH3:2].CN(C(ON1N=NC2C=CC=NC1=2)=[N+](C)C)C.F[P-](F)(F)(F)(F)F.CCN(CC)CC.[CH2:47]([O:54][CH2:55][C:56]1[C:70]2[C:65](=[CH:66][CH:67]=[CH:68][CH:69]=2)[O:64][C:58]2([CH2:63][CH2:62][NH:61][CH2:60][CH2:59]2)[CH:57]=1)[C:48]1[CH:53]=[CH:52][CH:51]=[CH:50][CH:49]=1. Product: [CH2:47]([O:54][CH2:55][C:56]1[C:70]2[C:65](=[CH:66][CH:67]=[CH:68][CH:69]=2)[O:64][C:58]2([CH2:59][CH2:60][N:61]([C:9]([C:8]3[CH:12]=[CH:13][C:5]([O:4][CH:1]([CH3:2])[CH3:3])=[C:6]([O:14][CH3:15])[CH:7]=3)=[O:11])[CH2:62][CH2:63]2)[CH:57]=1)[C:48]1[CH:49]=[CH:50][CH:51]=[CH:52][CH:53]=1. The catalyst class is: 3. (6) Reactant: [C:1]([O:5][C:6](=[O:20])[CH2:7][O:8][C:9]1[C:18]2[CH2:17][CH2:16][CH2:15][C@H:14](O)[C:13]=2[CH:12]=[CH:11][CH:10]=1)([CH3:4])([CH3:3])[CH3:2].C1(P([N:35]=[N+:36]=[N-:37])(C2C=CC=CC=2)=O)C=CC=CC=1.N12CCCN=C1CCCCC2. Product: [C:1]([O:5][C:6](=[O:20])[CH2:7][O:8][C:9]1[C:18]2[CH2:17][CH2:16][CH2:15][C@@H:14]([N:35]=[N+:36]=[N-:37])[C:13]=2[CH:12]=[CH:11][CH:10]=1)([CH3:4])([CH3:3])[CH3:2]. The catalyst class is: 11.